This data is from Catalyst prediction with 721,799 reactions and 888 catalyst types from USPTO. The task is: Predict which catalyst facilitates the given reaction. (1) Reactant: [CH2:1]1[C:3]2([CH2:8][CH2:7][N:6](C(OC(C)(C)C)=O)[CH2:5][CH2:4]2)[CH2:2]1.[ClH:16].C(OCC)(=O)C. Product: [ClH:16].[CH2:2]1[C:3]2([CH2:8][CH2:7][NH:6][CH2:5][CH2:4]2)[CH2:1]1. The catalyst class is: 7. (2) Reactant: [O:1]=[C:2]1[NH:10]/[C:9](=[N:11]\[NH:12][C:13](=O)[CH2:14][CH2:15][CH2:16][C:17]2[O:21][N:20]=[C:19]([C:22]3[CH:27]=[CH:26][CH:25]=[CH:24][CH:23]=3)[N:18]=2)/[N:8]([CH2:29][CH2:30][CH2:31][CH2:32][CH3:33])[C:7]2[N:6]=[CH:5][NH:4][C:3]1=2. Product: [CH2:29]([N:8]1[C:7]2[N:6]=[CH:5][NH:4][C:3]=2[C:2](=[O:1])[N:10]2[C:13]([CH2:14][CH2:15][CH2:16][C:17]3[O:21][N:20]=[C:19]([C:22]4[CH:27]=[CH:26][CH:25]=[CH:24][CH:23]=4)[N:18]=3)=[N:12][N:11]=[C:9]12)[CH2:30][CH2:31][CH2:32][CH3:33]. The catalyst class is: 11. (3) Reactant: [NH2:1][C:2]1[CH:7]=[CH:6][C:5]([S:8][C:9]2[C:18]3[C:13](=[CH:14][CH:15]=[CH:16][CH:17]=3)[NH:12]/[C:11](=[C:19]3/[C:20]([CH2:25][CH2:26][CH3:27])=[N:21][NH:22][C:23]/3=[O:24])/[CH:10]=2)=[CH:4][CH:3]=1.[C:28](Cl)(=[O:32])[CH2:29][CH2:30][CH3:31]. Product: [O:24]=[C:23]1[NH:22][N:21]=[C:20]([CH2:25][CH2:26][CH3:27])/[C:19]/1=[C:11]1/[NH:12][C:13]2[C:18]([C:9]([S:8][C:5]3[CH:4]=[CH:3][C:2]([NH:1][C:28](=[O:32])[CH2:29][CH2:30][CH3:31])=[CH:7][CH:6]=3)=[CH:10]/1)=[CH:17][CH:16]=[CH:15][CH:14]=2. The catalyst class is: 1. (4) Reactant: [F:1][C:2]1[CH:3]=[C:4]2[C:8](=[CH:9][CH:10]=1)[C:7](=[O:11])[CH:6]([CH2:12][C:13](O)=[O:14])[CH2:5]2.[H-].[H-].[H-].[H-].[Li+].[Al+3]. Product: [F:1][C:2]1[CH:3]=[C:4]2[C:8](=[CH:9][CH:10]=1)[CH:7]([OH:11])[CH:6]([CH2:12][CH2:13][OH:14])[CH2:5]2. The catalyst class is: 1. (5) Reactant: Cl[CH2:2][CH2:3][CH2:4][N:5]1[CH2:10][CH2:9][CH2:8][CH2:7][CH2:6]1.[N+:11]([C:14]1[CH:19]=[CH:18][C:17]([OH:20])=[CH:16][CH:15]=1)([O-:13])=[O:12].C(=O)([O-])[O-].[K+].[K+]. Product: [N+:11]([C:14]1[CH:19]=[CH:18][C:17]([O:20][CH2:2][CH2:3][CH2:4][N:5]2[CH2:10][CH2:9][CH2:8][CH2:7][CH2:6]2)=[CH:16][CH:15]=1)([O-:13])=[O:12]. The catalyst class is: 384. (6) Reactant: [Cl:1][C:2]1[CH:3]=[CH:4][C:5]2[N:11]3[CH:12]=[CH:13][CH:14]=[C:10]3[C@@H:9]([CH2:15][CH2:16][C:17]([OH:19])=O)[O:8][C@H:7]([C:20]3[CH:25]=[CH:24][CH:23]=[C:22]([O:26][CH3:27])[C:21]=3[O:28][CH3:29])[C:6]=2[CH:30]=1.[C:31]([CH2:33][CH2:34][NH2:35])#[N:32].Cl.C(N=C=NCCCN(C)C)C.ON1C2C=CC=CC=2N=N1. Product: [Cl:1][C:2]1[CH:3]=[CH:4][C:5]2[N:11]3[CH:12]=[CH:13][CH:14]=[C:10]3[C@@H:9]([CH2:15][CH2:16][C:17]([NH:35][CH2:34][CH2:33][C:31]#[N:32])=[O:19])[O:8][C@H:7]([C:20]3[CH:25]=[CH:24][CH:23]=[C:22]([O:26][CH3:27])[C:21]=3[O:28][CH3:29])[C:6]=2[CH:30]=1. The catalyst class is: 526. (7) Reactant: [C:1]([C:4]1[CH:10]=[CH:9][CH:8]=[CH:7][C:5]=1[NH2:6])(=[O:3])[CH3:2].I[C:12]1[N:21]=[CH:20][C:19]2[CH2:18][CH2:17][C:16]3[C:22]([C:26]([NH2:28])=[O:27])=[N:23][N:24]([CH3:25])[C:15]=3[C:14]=2[N:13]=1.C(=O)([O-])[O-].[K+].[K+]. Product: [C:1]([C:4]1[CH:10]=[CH:9][CH:8]=[CH:7][C:5]=1[NH:6][C:12]1[N:21]=[CH:20][C:19]2[CH2:18][CH2:17][C:16]3[C:22]([C:26]([NH2:28])=[O:27])=[N:23][N:24]([CH3:25])[C:15]=3[C:14]=2[N:13]=1)(=[O:3])[CH3:2]. The catalyst class is: 9.